This data is from CYP2C9 inhibition data for predicting drug metabolism from PubChem BioAssay. The task is: Regression/Classification. Given a drug SMILES string, predict its absorption, distribution, metabolism, or excretion properties. Task type varies by dataset: regression for continuous measurements (e.g., permeability, clearance, half-life) or binary classification for categorical outcomes (e.g., BBB penetration, CYP inhibition). Dataset: cyp2c9_veith. (1) The drug is Nc1ccncc1. The result is 0 (non-inhibitor). (2) The result is 0 (non-inhibitor). The molecule is CCOC(=S)SCC(=O)O. (3) The result is 0 (non-inhibitor). The molecule is Brc1c(NC2=NCCN2)ccc2nccnc12. (4) The compound is O=C(c1ccco1)N1CCC2(CC1)CN(c1ncccn1)C2. The result is 0 (non-inhibitor). (5) The compound is O=c1c(-c2cccs2)nc2cnc(Oc3cccc(Cl)c3)nc2n1C1CC1. The result is 1 (inhibitor). (6) The molecule is O=C(c1ccncc1)N1CCC2(CCCN(Cc3ccccc3)C2)CC1. The result is 0 (non-inhibitor).